This data is from CYP3A4 inhibition data for predicting drug metabolism from PubChem BioAssay. The task is: Regression/Classification. Given a drug SMILES string, predict its absorption, distribution, metabolism, or excretion properties. Task type varies by dataset: regression for continuous measurements (e.g., permeability, clearance, half-life) or binary classification for categorical outcomes (e.g., BBB penetration, CYP inhibition). Dataset: cyp3a4_veith. The molecule is CCN1C(=O)[C@H]2CC[C@H]3/C(=N\O[C@@H](C)c4cc(-c5c(C)cc(C)cc5C)no4)C[C@@H](O)[C@@H](O)[C@@H]3[C@@H]2C1=O. The result is 1 (inhibitor).